Dataset: Forward reaction prediction with 1.9M reactions from USPTO patents (1976-2016). Task: Predict the product of the given reaction. Given the reactants [C:1]([O:5][C:6]([N:8]1[C:16]2[C:11](=[CH:12][CH:13]=[CH:14][CH:15]=2)[C:10]([C:17](=[O:33])[NH:18][C:19]2[CH:20]=[N:21][C:22]([O:25][C:26]3[C:27]([CH3:32])=[N:28][CH:29]=[CH:30][CH:31]=3)=[CH:23][CH:24]=2)=[CH:9]1)=[O:7])([CH3:4])([CH3:3])[CH3:2].[H-].[Na+].[CH3:36]I.CO, predict the reaction product. The product is: [C:1]([O:5][C:6]([N:8]1[C:16]2[C:11](=[CH:12][CH:13]=[CH:14][CH:15]=2)[C:10]([C:17](=[O:33])[N:18]([CH3:36])[C:19]2[CH:20]=[N:21][C:22]([O:25][C:26]3[C:27]([CH3:32])=[N:28][CH:29]=[CH:30][CH:31]=3)=[CH:23][CH:24]=2)=[CH:9]1)=[O:7])([CH3:4])([CH3:3])[CH3:2].